Dataset: Reaction yield outcomes from USPTO patents with 853,638 reactions. Task: Predict the reaction yield, written as a fraction of the theoretical maximum amount of product (1.0 means a 100% yield; for example, 0.34 means a 34% yield). The reactants are C(N(CC)CC)C.[Si:8](Cl)([C:11]([CH3:14])([CH3:13])[CH3:12])([CH3:10])[CH3:9].[CH2:16]([O:23][C:24]([N:26]1[CH2:30][C@H:29]([O:31][S:32]([C:35]2[CH:40]=[CH:39][C:38]([CH3:41])=[CH:37][CH:36]=2)(=[O:34])=[O:33])[CH2:28][C@H:27]1[CH2:42][OH:43])=[O:25])[C:17]1[CH:22]=[CH:21][CH:20]=[CH:19][CH:18]=1. The catalyst is CN(C)C1C=CN=CC=1.C(Cl)Cl. The yield is 0.940. The product is [CH2:16]([O:23][C:24]([N:26]1[CH2:30][C@H:29]([O:31][S:32]([C:35]2[CH:36]=[CH:37][C:38]([CH3:41])=[CH:39][CH:40]=2)(=[O:34])=[O:33])[CH2:28][C@H:27]1[CH2:42][O:43][Si:8]([C:11]([CH3:14])([CH3:13])[CH3:12])([CH3:10])[CH3:9])=[O:25])[C:17]1[CH:18]=[CH:19][CH:20]=[CH:21][CH:22]=1.